The task is: Predict the reactants needed to synthesize the given product.. This data is from Full USPTO retrosynthesis dataset with 1.9M reactions from patents (1976-2016). (1) Given the product [C:15]1([CH:14]([C:21]2[CH:26]=[CH:25][CH:24]=[CH:23][CH:22]=2)[CH2:13][NH:12][C:10]2[C:9]3[C:4](=[CH:5][C:6]([O:29][CH3:30])=[C:7]([O:27][CH3:28])[CH:8]=3)[N:3]=[C:2]([C:35]3[CH:36]=[N:31][CH:32]=[N:33][CH:34]=3)[N:11]=2)[CH:20]=[CH:19][CH:18]=[CH:17][CH:16]=1, predict the reactants needed to synthesize it. The reactants are: Cl[C:2]1[N:11]=[C:10]([NH:12][CH2:13][CH:14]([C:21]2[CH:26]=[CH:25][CH:24]=[CH:23][CH:22]=2)[C:15]2[CH:20]=[CH:19][CH:18]=[CH:17][CH:16]=2)[C:9]2[C:4](=[CH:5][C:6]([O:29][CH3:30])=[C:7]([O:27][CH3:28])[CH:8]=2)[N:3]=1.[N:31]1[CH:36]=[C:35](B(O)O)[CH:34]=[N:33][CH:32]=1.C(NC1C2C(=CC=CC=2)N=C(C2SC3C=CC=CC=3C=2)N=1)(C1C=CC=CC=1)C1C=CC=CC=1. (2) Given the product [CH3:27][O:29][C@@H:30]([CH2:34][C:35]1[CH:40]=[CH:39][C:38]([O:41][CH2:42][C:44](=[O:61])[NH:45][CH2:46][CH2:47][CH:48]([CH3:49])[CH3:53])=[CH:37][CH:36]=1)[C:31]([OH:33])=[O:32], predict the reactants needed to synthesize it. The reactants are: C(OC(=O)[C@@H](OC)CC1C=CC(OCC(O)=O)=CC=1)C.CC(C)CCN.[CH2:27]([O:29][C@@H:30]([CH2:34][C:35]1[CH:40]=[CH:39][C:38]([O:41][C@@H:42]([C:44](=[O:61])[NH:45][CH2:46][CH2:47][C:48]2[CH:53]=CC(OC3C=CC=CC=3)=C[CH:49]=2)C)=[CH:37][CH:36]=1)[C:31]([OH:33])=[O:32])C. (3) Given the product [CH3:1][N:2]([CH3:21])[C@@H:3]([CH3:20])[C:4]([N:6]1[C:14]2[C:9](=[CH:10][C:11]([O:18][CH3:19])=[C:12]([NH2:15])[CH:13]=2)[CH2:8][CH2:7]1)=[O:5], predict the reactants needed to synthesize it. The reactants are: [CH3:1][N:2]([CH3:21])[C@@H:3]([CH3:20])[C:4]([N:6]1[C:14]2[C:9](=[CH:10][C:11]([O:18][CH3:19])=[C:12]([N+:15]([O-])=O)[CH:13]=2)[CH2:8][CH2:7]1)=[O:5]. (4) Given the product [Cl:1][C:2]1[C:10]([C:11]2[CH2:15][CH:14]([CH2:16][C:17]#[N:18])[O:13][N:12]=2)=[C:9]([S:19]([CH2:22][CH3:23])(=[O:20])=[O:21])[CH:8]=[CH:7][C:3]=1[C:4]([NH:24][C:25]1[C:29]([CH2:30][CH2:31][C:32]#[N:33])=[CH:28][O:27][N:26]=1)=[O:5], predict the reactants needed to synthesize it. The reactants are: [Cl:1][C:2]1[C:10]([C:11]2[CH2:15][CH:14]([CH2:16][C:17]#[N:18])[O:13][N:12]=2)=[C:9]([S:19]([CH2:22][CH3:23])(=[O:21])=[O:20])[CH:8]=[CH:7][C:3]=1[C:4](O)=[O:5].[NH2:24][C:25]1[C:29]([CH2:30][CH2:31][C:32]#[N:33])=[CH:28][O:27][N:26]=1.C(N(CC)CC)C.C(P1(=O)OP(=O)(CCC)OP(=O)(CCC)O1)CC. (5) The reactants are: [F:1][C:2]([C:5]1[O:9][C:8]([CH2:10][N:11]2[CH:15]=[C:14]([NH2:16])[CH:13]=[N:12]2)=[CH:7][CH:6]=1)([F:4])[CH3:3].[CH3:17][C:18]1[O:19][C:20]([C:26]2[CH:27]=[C:28]([CH3:32])[CH:29]=[CH:30][CH:31]=2)=[C:21]([C:23](O)=[O:24])[N:22]=1. Given the product [F:4][C:2]([C:5]1[O:9][C:8]([CH2:10][N:11]2[CH:15]=[C:14]([NH:16][C:23]([C:21]3[N:22]=[C:18]([CH3:17])[O:19][C:20]=3[C:26]3[CH:27]=[C:28]([CH3:32])[CH:29]=[CH:30][CH:31]=3)=[O:24])[CH:13]=[N:12]2)=[CH:7][CH:6]=1)([F:1])[CH3:3], predict the reactants needed to synthesize it. (6) Given the product [CH2:1]([N:8]1[C:20]2[C:11](=[C:12]3[C:17](=[C:18]4[CH:24]=[C:23]([F:25])[CH:22]=[CH:21][C:19]4=2)[C:16](=[O:26])[N:15]([CH2:27][O:28][CH2:29][CH2:30][Si:31]([CH3:34])([CH3:33])[CH3:32])[CH:14]=[CH:13]3)[N:10]=[C:9]1[N:43]1[CH2:44][CH2:45][C:40]2([O:39][CH2:38][CH2:37][O:36]2)[CH2:41][CH2:42]1)[C:2]1[CH:7]=[CH:6][CH:5]=[CH:4][CH:3]=1, predict the reactants needed to synthesize it. The reactants are: [CH2:1]([N:8]1[C:20]2[C:11](=[C:12]3[C:17](=[C:18]4[CH:24]=[C:23]([F:25])[CH:22]=[CH:21][C:19]4=2)[C:16](=[O:26])[N:15]([CH2:27][O:28][CH2:29][CH2:30][Si:31]([CH3:34])([CH3:33])[CH3:32])[CH:14]=[CH:13]3)[N:10]=[C:9]1Cl)[C:2]1[CH:7]=[CH:6][CH:5]=[CH:4][CH:3]=1.[O:36]1[C:40]2([CH2:45][CH2:44][NH:43][CH2:42][CH2:41]2)[O:39][CH2:38][CH2:37]1. (7) Given the product [Br:1][C:2]1[CH:13]=[CH:12][CH:11]=[CH:10][C:3]=1[O:4][CH:5]1[CH2:9][CH2:8][N:7]([C:14]([O:16][C:17]([CH3:20])([CH3:19])[CH3:18])=[O:15])[CH2:6]1, predict the reactants needed to synthesize it. The reactants are: [Br:1][C:2]1[CH:13]=[CH:12][CH:11]=[CH:10][C:3]=1[O:4][CH:5]1[CH2:9][CH2:8][NH:7][CH2:6]1.[C:14](O[C:14]([O:16][C:17]([CH3:20])([CH3:19])[CH3:18])=[O:15])([O:16][C:17]([CH3:20])([CH3:19])[CH3:18])=[O:15].